From a dataset of Forward reaction prediction with 1.9M reactions from USPTO patents (1976-2016). Predict the product of the given reaction. Given the reactants CC1C=CC(S(O[CH2:12][C@@H:13]2[O:18][C:17]3[CH:19]=[C:20]([S:24]([CH3:27])(=[O:26])=[O:25])[CH:21]=[C:22]([Cl:23])[C:16]=3[O:15][CH2:14]2)(=O)=O)=CC=1.[CH3:28][CH:29]([NH2:31])[CH3:30], predict the reaction product. The product is: [Cl:23][C:22]1[C:16]2[O:15][CH2:14][C@H:13]([CH2:12][NH:31][CH:29]([CH3:30])[CH3:28])[O:18][C:17]=2[CH:19]=[C:20]([S:24]([CH3:27])(=[O:25])=[O:26])[CH:21]=1.